Dataset: Full USPTO retrosynthesis dataset with 1.9M reactions from patents (1976-2016). Task: Predict the reactants needed to synthesize the given product. (1) The reactants are: [CH3:1][O:2][C:3]1[CH:4]=[C:5]2[C:9](=[CH:10][CH:11]=1)[N:8]([CH3:12])[CH:7]=[C:6]2[C:13]1[N:35]([CH2:36][O:37]CC[Si](C)(C)C)[C:16]2[N:17]=[CH:18][C:19]3[N:20]([C:21]([CH2:24][CH2:25][CH2:26][NH:27]C(=O)OC(C)(C)C)=[N:22][CH:23]=3)[C:15]=2[CH:14]=1.C(O)(C(F)(F)F)=O. Given the product [NH2:27][CH2:26][CH2:25][CH2:24][C:21]1[N:20]2[C:15]3[CH:14]=[C:13]([C:6]4[C:5]5[C:9](=[CH:10][CH:11]=[C:3]([O:2][CH3:1])[CH:4]=5)[N:8]([CH3:12])[CH:7]=4)[N:35]([CH2:36][OH:37])[C:16]=3[N:17]=[CH:18][C:19]2=[CH:23][N:22]=1, predict the reactants needed to synthesize it. (2) Given the product [CH3:8][N:6]1[CH:7]=[C:2]([B:35]2[O:36][C:37]([CH3:39])([CH3:38])[C:33]([CH3:40])([CH3:32])[O:34]2)[C:3]2[O:12][C:11]([CH2:13][N:14]3[CH2:19][CH2:18][N:17]([S:20]([CH3:23])(=[O:22])=[O:21])[CH2:16][C@H:15]3[CH3:24])=[CH:10][C:4]=2[C:5]1=[O:9], predict the reactants needed to synthesize it. The reactants are: Br[C:2]1[C:3]2[O:12][C:11]([CH2:13][N:14]3[CH2:19][CH2:18][N:17]([S:20]([CH3:23])(=[O:22])=[O:21])[CH2:16][C@H:15]3[CH3:24])=[CH:10][C:4]=2[C:5](=[O:9])[N:6]([CH3:8])[CH:7]=1.C(N(CC)CC)C.[CH3:32][C:33]1([CH3:40])[C:37]([CH3:39])([CH3:38])[O:36][BH:35][O:34]1. (3) Given the product [CH2:27]([C:3]1[CH:8]=[CH:7][N:6]=[C:5]([NH:9][C:10](=[O:26])[C:11]2[CH:12]=[CH:13][C:14]([B:17]3[O:18][C:19]([CH3:24])([CH3:25])[C:20]([CH3:23])([CH3:22])[O:21]3)=[CH:15][CH:16]=2)[CH:4]=1)[CH3:28], predict the reactants needed to synthesize it. The reactants are: CO[C:3]1[CH:8]=[CH:7][N:6]=[C:5]([NH:9][C:10](=[O:26])[C:11]2[CH:16]=[CH:15][C:14]([B:17]3[O:21][C:20]([CH3:23])([CH3:22])[C:19]([CH3:25])([CH3:24])[O:18]3)=[CH:13][CH:12]=2)[CH:4]=1.[CH2:27](C1C=CN=C(N)C=1)[CH3:28].